This data is from Forward reaction prediction with 1.9M reactions from USPTO patents (1976-2016). The task is: Predict the product of the given reaction. (1) The product is: [Br:1][C:2]1[N:6]2[N:7]=[C:8]([NH:16][CH2:15][CH2:14][N:13]([CH3:17])[CH3:12])[CH:9]=[CH:10][C:5]2=[N:4][CH:3]=1. Given the reactants [Br:1][C:2]1[N:6]2[N:7]=[C:8](Cl)[CH:9]=[CH:10][C:5]2=[N:4][CH:3]=1.[CH3:12][N:13]([CH3:17])[CH2:14][CH2:15][NH2:16].C(Cl)Cl.CO.[NH4+].[OH-], predict the reaction product. (2) Given the reactants [NH2:1][C:2]1[C:10]([C:11]([OH:13])=O)=[CH:9][CH:8]=[CH:7][C:3]=1[C:4]([OH:6])=[O:5].C(O)(=O)C.[CH:18](N)=[NH:19].C(N)=O, predict the reaction product. The product is: [OH:13][C:11]1[C:10]2[C:2](=[C:3]([C:4]([OH:6])=[O:5])[CH:7]=[CH:8][CH:9]=2)[N:1]=[CH:18][N:19]=1. (3) Given the reactants [C:1]1([S:7]([NH2:10])(=[O:9])=[O:8])[CH:6]=[CH:5][CH:4]=[CH:3][CH:2]=1.[H-].[Na+].F[C:14]1[CH:19]=[C:18]([F:20])[CH:17]=[CH:16][C:15]=1[N+:21]([O-:23])=[O:22].Cl, predict the reaction product. The product is: [F:20][C:18]1[CH:17]=[CH:16][C:15]([N+:21]([O-:23])=[O:22])=[C:14]([NH:10][S:7]([C:1]2[CH:6]=[CH:5][CH:4]=[CH:3][CH:2]=2)(=[O:9])=[O:8])[CH:19]=1.